This data is from Full USPTO retrosynthesis dataset with 1.9M reactions from patents (1976-2016). The task is: Predict the reactants needed to synthesize the given product. (1) Given the product [Br:19][CH2:14][C:12]1[C:11]([CH3:16])=[N:10][N:9]([C:3]2[CH:4]=[CH:5][C:6]([F:8])=[CH:7][C:2]=2[F:1])[N:13]=1, predict the reactants needed to synthesize it. The reactants are: [F:1][C:2]1[CH:7]=[C:6]([F:8])[CH:5]=[CH:4][C:3]=1[N:9]1[N:13]=[C:12]([CH2:14]O)[C:11]([CH3:16])=[N:10]1.[OH-].[Na+].[BrH:19]. (2) Given the product [Cl:1][C:2]1[CH:7]=[CH:6][C:5]([C:8]2([O:26][C@H:25]([CH2:27][O:28][C:29](=[O:31])[CH3:30])[C@@H:20]([O:21][C:22](=[O:24])[CH3:23])[C@H:15]([O:16][C:17](=[O:19])[CH3:18])[C@H:10]2[O:11][C:12](=[O:14])[CH3:13])[OH:9])=[CH:4][C:3]=1[CH:32]=[O:38], predict the reactants needed to synthesize it. The reactants are: [Cl:1][C:2]1[CH:7]=[CH:6][C:5]([C:8]2([O:26][C@H:25]([CH2:27][O:28][C:29](=[O:31])[CH3:30])[C@@H:20]([O:21][C:22](=[O:24])[CH3:23])[C@H:15]([O:16][C:17](=[O:19])[CH3:18])[C@H:10]2[O:11][C:12](=[O:14])[CH3:13])[OH:9])=[CH:4][C:3]=1[CH2:32]Br.C[N+]1([O-])CC[O:38]CC1.